The task is: Regression. Given a peptide amino acid sequence and an MHC pseudo amino acid sequence, predict their binding affinity value. This is MHC class II binding data.. This data is from Peptide-MHC class II binding affinity with 134,281 pairs from IEDB. The MHC is HLA-DQA10401-DQB10402 with pseudo-sequence HLA-DQA10401-DQB10402. The peptide sequence is EKKYFAATQFEPPAA. The binding affinity (normalized) is 0.505.